Dataset: Forward reaction prediction with 1.9M reactions from USPTO patents (1976-2016). Task: Predict the product of the given reaction. (1) Given the reactants [Cl:1][C:2]1[CH:39]=[CH:38][C:5]([C:6]([NH:8][C:9]2[N:13]([CH2:14][CH:15]3[CH2:19][CH2:18][CH2:17][NH:16]3)[C:12]3[CH:20]=[CH:21][C:22]([CH2:24][N:25]([C@H:32]([C:34]([CH3:37])([CH3:36])[CH3:35])[CH3:33])[C:26](=[O:31])[C:27]([F:30])([F:29])[F:28])=[CH:23][C:11]=3[N:10]=2)=[O:7])=[CH:4][CH:3]=1.[Cl-].C1(C)C=CC=CC=1.C1CCN2C(=NCCC2)CC1.[CH2:59]1C[O:62][CH2:61][CH2:60]1, predict the reaction product. The product is: [C:61]([N:16]1[CH2:17][CH2:18][CH2:19][CH:15]1[CH2:14][N:13]1[C:12]2[CH:20]=[CH:21][C:22]([CH2:24][N:25]([C@H:32]([C:34]([CH3:35])([CH3:37])[CH3:36])[CH3:33])[C:26](=[O:31])[C:27]([F:28])([F:30])[F:29])=[CH:23][C:11]=2[N:10]=[C:9]1[NH:8][C:6](=[O:7])[C:5]1[CH:4]=[CH:3][C:2]([Cl:1])=[CH:39][CH:38]=1)(=[O:62])[CH:60]=[CH2:59]. (2) Given the reactants [C:1]([O:5][C:6]([C:8]1[S:9][C:10]([CH2:13][CH:14]([C:17]([O:19][CH2:20][C:21]2[CH:26]=[CH:25][CH:24]=[CH:23][CH:22]=2)=[O:18])[CH2:15][CH3:16])=[CH:11][CH:12]=1)=[O:7])([CH3:4])([CH3:3])[CH3:2].C[Si]([N-][Si](C)(C)C)(C)C.[Li+].O1CC[CH2:39][CH2:38]1.C(I)C, predict the reaction product. The product is: [C:1]([O:5][C:6]([C:8]1[S:9][C:10]([CH2:13][C:14]([C:17]([O:19][CH2:20][C:21]2[CH:22]=[CH:23][CH:24]=[CH:25][CH:26]=2)=[O:18])([CH2:38][CH3:39])[CH2:15][CH3:16])=[CH:11][CH:12]=1)=[O:7])([CH3:2])([CH3:3])[CH3:4]. (3) Given the reactants [CH3:1][O:2][C:3]1[CH:40]=[CH:39][C:6]([CH2:7][N:8]([CH2:30][C:31]2[CH:36]=[CH:35][C:34]([O:37][CH3:38])=[CH:33][CH:32]=2)[C:9]2[N:14]=[C:13]([CH3:15])[N:12]=[C:11]([C:16]3[C:17]([NH:22][C:23]4[CH:24]=[CH:25][C:26]([NH2:29])=[N:27][CH:28]=4)=[N:18][CH:19]=[CH:20][CH:21]=3)[N:10]=2)=[CH:5][CH:4]=1.[F:41][C:42]1[CH:43]=[C:44]([N:48]=[C:49]=[O:50])[CH:45]=[CH:46][CH:47]=1, predict the reaction product. The product is: [CH3:1][O:2][C:3]1[CH:4]=[CH:5][C:6]([CH2:7][N:8]([CH2:30][C:31]2[CH:32]=[CH:33][C:34]([O:37][CH3:38])=[CH:35][CH:36]=2)[C:9]2[N:14]=[C:13]([CH3:15])[N:12]=[C:11]([C:16]3[C:17]([NH:22][C:23]4[CH:24]=[CH:25][C:26]([NH:29][C:49]([NH:48][C:44]5[CH:45]=[CH:46][CH:47]=[C:42]([F:41])[CH:43]=5)=[O:50])=[N:27][CH:28]=4)=[N:18][CH:19]=[CH:20][CH:21]=3)[N:10]=2)=[CH:39][CH:40]=1. (4) Given the reactants [CH2:1]([N:8]1[C:16]2[C:15](=[O:17])[N:14]([CH2:18][C:19]3[C:28]4[C:23](=[CH:24][CH:25]=[CH:26][CH:27]=4)[CH:22]=[CH:21][N:20]=3)[CH:13]=[N:12][C:11]=2[C:10]([C:29]#[N:30])=[C:9]1[Cl:31])[C:2]1[CH:7]=[CH:6][CH:5]=[CH:4][CH:3]=1.[NH:32]1[CH2:37][CH2:36][NH:35][CH2:34][CH2:33]1, predict the reaction product. The product is: [ClH:31].[ClH:31].[C:19]1([CH2:18][N:14]2[C:15](=[O:17])[C:16]3[N:8]([CH2:1][C:2]4[CH:3]=[CH:4][CH:5]=[CH:6][CH:7]=4)[C:9]([N:32]4[CH2:37][CH2:36][NH:35][CH2:34][CH2:33]4)=[C:10]([C:29]#[N:30])[C:11]=3[N:12]=[CH:13]2)[C:28]2[C:23](=[CH:24][CH:25]=[CH:26][CH:27]=2)[CH:22]=[CH:21][N:20]=1. (5) Given the reactants [Br:1][C:2]1[CH:3]=[C:4]2[C:11]3([C:15](=[O:16])[N:14]([CH3:17])[C:13](SC)=[N:12]3)[CH2:10][CH:9]([CH:20]3[CH2:25][CH2:24][CH2:23][CH2:22][CH2:21]3)[O:8][C:5]2=[CH:6][CH:7]=1.[NH4+:26].[I-], predict the reaction product. The product is: [NH2:26][C:13]1[N:14]([CH3:17])[C:15](=[O:16])[C:11]2([C:4]3[C:5](=[CH:6][CH:7]=[C:2]([Br:1])[CH:3]=3)[O:8][CH:9]([CH:20]3[CH2:25][CH2:24][CH2:23][CH2:22][CH2:21]3)[CH2:10]2)[N:12]=1.